From a dataset of Catalyst prediction with 721,799 reactions and 888 catalyst types from USPTO. Predict which catalyst facilitates the given reaction. (1) Product: [CH:1]1([C:4]2[N:9]=[C:8]([C:10]3[C:18]4[C:13](=[CH:14][CH:15]=[C:16]([C:19]5[CH:24]=[N:23][CH:22]=[C:21]([CH:25]6[CH2:27][CH2:26]6)[N:20]=5)[CH:17]=4)[NH:12][N:11]=3)[CH:7]=[N:6][CH:5]=2)[CH2:3][CH2:2]1. Reactant: [CH:1]1([C:4]2[N:9]=[C:8]([C:10]3[C:18]4[C:13](=[CH:14][CH:15]=[C:16]([C:19]5[CH:24]=[N:23][CH:22]=[C:21]([CH:25]6[CH2:27][CH2:26]6)[N:20]=5)[CH:17]=4)[N:12](C4CCCCO4)[N:11]=3)[CH:7]=[N:6][CH:5]=2)[CH2:3][CH2:2]1.Cl. The catalyst class is: 5. (2) Reactant: Cl[C:2]1[N:7]=[C:6]([C:8]2[CH:19]=[CH:18][C:11]([C:12]([NH:14][CH2:15][C:16]#[N:17])=[O:13])=[CH:10][CH:9]=2)[CH:5]=[CH:4][N:3]=1.[NH2:20][C:21]1[CH:30]=[CH:29][C:24]([NH:25][C:26](=[O:28])[CH3:27])=[CH:23][CH:22]=1.CCN(C(C)C)C(C)C.CS(C)=O. Product: [C:26]([NH:25][C:24]1[CH:29]=[CH:30][C:21]([NH:20][C:2]2[N:7]=[C:6]([C:8]3[CH:19]=[CH:18][C:11]([C:12]([NH:14][CH2:15][C:16]#[N:17])=[O:13])=[CH:10][CH:9]=3)[CH:5]=[CH:4][N:3]=2)=[CH:22][CH:23]=1)(=[O:28])[CH3:27]. The catalyst class is: 5. (3) Reactant: CC(C)=O.[CH3:5][O:6][C:7](=[O:39])[CH2:8][N:9]([S:17]([C:20]1[CH:25]=[CH:24][CH:23]=[CH:22][C:21]=1[CH:26]([OH:38])[C:27]1[CH:35]=[C:34]([O:36][CH3:37])[C:30]2[O:31][CH2:32][O:33][C:29]=2[CH:28]=1)(=[O:19])=[O:18])[C:10]1[CH:15]=[CH:14][CH:13]=[CH:12][C:11]=1[CH3:16].CC(C)=O.OS(O)(=O)=O.O=[Cr](=O)=O.C(O)(C)C. Product: [CH3:5][O:6][C:7](=[O:39])[CH2:8][N:9]([S:17]([C:20]1[CH:25]=[CH:24][CH:23]=[CH:22][C:21]=1[C:26]([C:27]1[CH:35]=[C:34]([O:36][CH3:37])[C:30]2[O:31][CH2:32][O:33][C:29]=2[CH:28]=1)=[O:38])(=[O:18])=[O:19])[C:10]1[CH:15]=[CH:14][CH:13]=[CH:12][C:11]=1[CH3:16]. The catalyst class is: 13. (4) Reactant: [C:1]([C:4]1[CH:9]=[CH:8][C:7]([N:10]([CH2:32][C:33]2[CH:37]=[CH:36][S:35][CH:34]=2)[CH:11]2[CH2:16][CH2:15][N:14]([C@H:17]([CH3:31])[CH2:18][CH2:19][NH:20][C:21]([C:23]3[C:24]([CH3:30])=[N:25][CH:26]=[N:27][C:28]=3[CH3:29])=[O:22])[CH2:13][CH2:12]2)=[CH:6][CH:5]=1)(=O)[CH3:2].Cl.[O:39]([NH2:41])[CH3:40].CC([O-])=O.[Na+]. Product: [CH3:40][O:39][N:41]=[C:1]([C:4]1[CH:5]=[CH:6][C:7]([N:10]([CH2:32][C:33]2[CH:37]=[CH:36][S:35][CH:34]=2)[CH:11]2[CH2:16][CH2:15][N:14]([C@H:17]([CH3:31])[CH2:18][CH2:19][NH:20][C:21]([C:23]3[C:24]([CH3:30])=[N:25][CH:26]=[N:27][C:28]=3[CH3:29])=[O:22])[CH2:13][CH2:12]2)=[CH:8][CH:9]=1)[CH3:2]. The catalyst class is: 5.